From a dataset of NCI-60 drug combinations with 297,098 pairs across 59 cell lines. Regression. Given two drug SMILES strings and cell line genomic features, predict the synergy score measuring deviation from expected non-interaction effect. (1) Drug 1: C1CCC(CC1)NC(=O)N(CCCl)N=O. Drug 2: CN(CCCl)CCCl.Cl. Cell line: OVCAR-5. Synergy scores: CSS=5.59, Synergy_ZIP=-3.18, Synergy_Bliss=-0.631, Synergy_Loewe=-3.77, Synergy_HSA=-2.09. (2) Drug 1: CCN(CC)CCCC(C)NC1=C2C=C(C=CC2=NC3=C1C=CC(=C3)Cl)OC. Drug 2: C1C(C(OC1N2C=NC(=NC2=O)N)CO)O. Cell line: HOP-62. Synergy scores: CSS=18.5, Synergy_ZIP=5.99, Synergy_Bliss=10.9, Synergy_Loewe=4.05, Synergy_HSA=6.26. (3) Drug 1: CCC(=C(C1=CC=CC=C1)C2=CC=C(C=C2)OCCN(C)C)C3=CC=CC=C3.C(C(=O)O)C(CC(=O)O)(C(=O)O)O. Drug 2: C1CN(CCN1C(=O)CCBr)C(=O)CCBr. Cell line: NCI-H226. Synergy scores: CSS=3.34, Synergy_ZIP=-1.43, Synergy_Bliss=-0.176, Synergy_Loewe=1.29, Synergy_HSA=0.370. (4) Drug 1: CCCS(=O)(=O)NC1=C(C(=C(C=C1)F)C(=O)C2=CNC3=C2C=C(C=N3)C4=CC=C(C=C4)Cl)F. Drug 2: CCC1(CC2CC(C3=C(CCN(C2)C1)C4=CC=CC=C4N3)(C5=C(C=C6C(=C5)C78CCN9C7C(C=CC9)(C(C(C8N6C=O)(C(=O)OC)O)OC(=O)C)CC)OC)C(=O)OC)O.OS(=O)(=O)O. Cell line: HT29. Synergy scores: CSS=74.1, Synergy_ZIP=2.69, Synergy_Bliss=1.77, Synergy_Loewe=1.85, Synergy_HSA=3.29. (5) Drug 1: CC1C(C(CC(O1)OC2CC(OC(C2O)C)OC3=CC4=CC5=C(C(=O)C(C(C5)C(C(=O)C(C(C)O)O)OC)OC6CC(C(C(O6)C)O)OC7CC(C(C(O7)C)O)OC8CC(C(C(O8)C)O)(C)O)C(=C4C(=C3C)O)O)O)O. Drug 2: CCC1(CC2CC(C3=C(CCN(C2)C1)C4=CC=CC=C4N3)(C5=C(C=C6C(=C5)C78CCN9C7C(C=CC9)(C(C(C8N6C)(C(=O)OC)O)OC(=O)C)CC)OC)C(=O)OC)O.OS(=O)(=O)O. Cell line: HOP-62. Synergy scores: CSS=16.9, Synergy_ZIP=7.46, Synergy_Bliss=4.72, Synergy_Loewe=-6.88, Synergy_HSA=-8.83.